From a dataset of Experimentally validated miRNA-target interactions with 360,000+ pairs, plus equal number of negative samples. Binary Classification. Given a miRNA mature sequence and a target amino acid sequence, predict their likelihood of interaction. (1) The miRNA is hsa-miR-668-3p with sequence UGUCACUCGGCUCGGCCCACUAC. The protein sequence of the target gene is MFTLTGCRLVEKTQKVENPSVSFASSFPLIPLLLRGKSVQKKQAESKSQIKLHTQSAPFGLCPKDMMLTQAPSSVVRSRNSRNHTVNSGGSCLSASTVAIPAINDSSAAMSACSTISAQPASSMDTQMHSPKKQERVNKRVIWGIEVAEELHWKGWELGKETTRNLVLKNRSLKLQKMKYRPPKTKFFFTVIPQPIFLSPGITLTLPIVFRPLEAKEYMDQLWFEKAEGMFCVGLRATLPCHRLICRPPSLQLPMCAVGDTTEAFFCLDNVGDLPTFFTWEFSSPFQMLPATGLLEPGQA.... Result: 0 (no interaction). (2) The miRNA is hsa-miR-6513-5p with sequence UUUGGGAUUGACGCCACAUGUCU. The protein sequence of the target gene is MHNLYSITGYPDPPGTMEEEEEDDDYENSTPPYKDLPPKPGTMEEEEEDDDYENSTPPYKDLPPKPGTMEEEEEDDDYENSTPPYKDLPPKPGSSAPPRPPRAAKETEKPPLPCKPRNMTGLDLAAVTCPPPQLAVNLEPSPLQPSLAATPVPWLNQRSGGPGCCQKRWMVYLCLLVVTSLFLGCLGLTVTLIKYQELMEELRMLSFQQMTWRTNMTGMAGLAGLKHDIARVRADTNQSLVELWGLLDCRRITCPEGWLPFEGKCYYFSPSTKSWDEARMFCQENYSHLVIINSFAEHNF.... Result: 1 (interaction). (3) The miRNA is hsa-miR-370-5p with sequence CAGGUCACGUCUCUGCAGUUAC. The protein sequence of the target gene is MAASLGGMFTGQPPGPPPPPPGLPGQASLLQAAPGAPRPSNSTLVDELESSFEACFASLVSQDYVNGTDQEEIRTGVDQCIQKFLDIARQTECFFLQKRLQLSVQKPDQVIKEDVSELRSELQRKDALVQKHLTKLRHWQQVLEDINVQHKKPADMPQGSLAFLEQASANIPAPLKQT. Result: 0 (no interaction). (4) The miRNA is hsa-miR-1-5p with sequence ACAUACUUCUUUAUAUGCCCAU. The protein sequence of the target gene is MGDQQLYKTNHVAHGSENLFYQQPPLGVHSGLNHNYGNAVTGGGMDAPQASPISPHFPQDTRDGLGLPVGSKNLGQMDTSRQGGWGSHAGPGNHVQLRGNLANSNMMWGAPAQAEPTDGYQYTYSQASEIRTQKLTSGVLHKLDSFTQVFANQNLRIQVNNMAQVLHTQSAVMDGAPDSALRQLLSQKPMEPPAPAIPSRYQQVPQQPHPGFTGGLSKPALQVGQHPTQGHLYYDYQQPLAQVPVQGGQPLQAPQMLSQHMQQMQQHQYYPPQQQQQAGQQRISMQEIQTQPQQIRPSQP.... Result: 0 (no interaction).